Task: Predict the reaction yield, written as a fraction of the theoretical maximum amount of product (1.0 means a 100% yield; for example, 0.34 means a 34% yield).. Dataset: Reaction yield outcomes from USPTO patents with 853,638 reactions (1) The reactants are [NH2:1][C:2]1[N:3]=[CH:4][C:5]([C:8]2[CH:13]=[CH:12][C:11]([C:14]3[C:15]([S:20]([CH:23]4[CH2:27][CH2:26][N:25](C(OC(C)(C)C)=O)[CH2:24]4)(=[O:22])=[O:21])=[N:16][CH:17]=[CH:18][CH:19]=3)=[CH:10][C:9]=2[F:35])=[N:6][CH:7]=1.[ClH:36].CCO. The catalyst is C(Cl)Cl. The yield is 0.520. The product is [ClH:36].[F:35][C:9]1[CH:10]=[C:11]([C:14]2[C:15]([S:20]([CH:23]3[CH2:27][CH2:26][NH:25][CH2:24]3)(=[O:22])=[O:21])=[N:16][CH:17]=[CH:18][CH:19]=2)[CH:12]=[CH:13][C:8]=1[C:5]1[N:6]=[CH:7][C:2]([NH2:1])=[N:3][CH:4]=1. (2) No catalyst specified. The yield is 0.990. The reactants are [N+:1]([C:4]1[CH:13]=[CH:12][C:7]2[NH:8][CH2:9][CH2:10][O:11][C:6]=2[CH:5]=1)([O-:3])=[O:2].[CH:14](=O)[CH:15]([CH3:17])[CH3:16].[BH3-]C#N.[Na+]. The product is [CH2:14]([N:8]1[C:7]2[CH:12]=[CH:13][C:4]([N+:1]([O-:3])=[O:2])=[CH:5][C:6]=2[O:11][CH2:10][CH2:9]1)[CH:15]([CH3:17])[CH3:16].